This data is from Forward reaction prediction with 1.9M reactions from USPTO patents (1976-2016). The task is: Predict the product of the given reaction. Given the reactants F[C:2]1[CH:3]=[CH:4][C:5]([N:11]2[N:15]=[CH:14][CH:13]=[N:12]2)=[C:6]([CH:10]=1)[C:7]([OH:9])=[O:8].I[C:17]1C=CC=C(C)C=1C(O)=O.FC1C=CC(I)=C(C=1)C(O)=O, predict the reaction product. The product is: [CH3:17][C:10]1[CH:2]=[CH:3][CH:4]=[C:5]([N:11]2[N:15]=[CH:14][CH:13]=[N:12]2)[C:6]=1[C:7]([OH:9])=[O:8].